From a dataset of Forward reaction prediction with 1.9M reactions from USPTO patents (1976-2016). Predict the product of the given reaction. (1) Given the reactants II.C(Br)C.Br[C:7]1[CH:19]=[CH:18][C:10]([O:11][CH:12]2[CH2:17][CH2:16][CH2:15][CH2:14][O:13]2)=[CH:9][CH:8]=1.[CH3:20][N:21]([CH3:38])[CH2:22][CH2:23][CH2:24][N:25]1[CH:30]=[CH:29][C:28]([C:31](N(OC)C)=[O:32])=[CH:27][C:26]1=[O:37], predict the reaction product. The product is: [CH3:38][N:21]([CH3:20])[CH2:22][CH2:23][CH2:24][N:25]1[CH:30]=[CH:29][C:28]([C:31](=[O:32])[C:7]2[CH:19]=[CH:18][C:10]([O:11][CH:12]3[CH2:17][CH2:16][CH2:15][CH2:14][O:13]3)=[CH:9][CH:8]=2)=[CH:27][C:26]1=[O:37]. (2) The product is: [CH3:6][O:7][C:8]1[CH:13]=[CH:12][C:11]([O:14][Si:15]([C:18]([CH3:21])([CH3:20])[CH3:19])([CH3:17])[CH3:16])=[CH:10][CH:9]=1. Given the reactants N1C=CN=C1.[CH3:6][O:7][C:8]1[CH:13]=[CH:12][C:11]([OH:14])=[CH:10][CH:9]=1.[Si:15](Cl)([C:18]([CH3:21])([CH3:20])[CH3:19])([CH3:17])[CH3:16], predict the reaction product. (3) Given the reactants [CH3:1][O:2][C:3]1[CH:4]=[C:5]([CH:9]=[CH:10][CH2:11][CH2:12][CH2:13][CH2:14][CH2:15][O:16][C:17]2[CH:22]=[CH:21][CH:20]=[CH:19][CH:18]=2)[CH:6]=[CH:7][CH:8]=1, predict the reaction product. The product is: [CH3:1][O:2][C:3]1[CH:4]=[C:5]([CH2:9][CH2:10][CH2:11][CH2:12][CH2:13][CH2:14][CH2:15][O:16][C:17]2[CH:18]=[CH:19][CH:20]=[CH:21][CH:22]=2)[CH:6]=[CH:7][CH:8]=1. (4) Given the reactants [C:1]1([C@@H:7]2[C@H:16]3[CH2:17][CH2:18][N:19]([C:20]([O:22][C:23]([CH3:26])([CH3:25])[CH3:24])=[O:21])[C@H:15]3[C:14]3[CH:13]=[CH:12][CH:11]=[CH:10][C:9]=3[NH:8]2)[CH:6]=[CH:5][CH:4]=[CH:3][CH:2]=1, predict the reaction product. The product is: [C:1]1([C:7]2[C:16]3[CH2:17][CH2:18][N:19]([C:20]([O:22][C:23]([CH3:26])([CH3:25])[CH3:24])=[O:21])[C:15]=3[C:14]3[CH:13]=[CH:12][CH:11]=[CH:10][C:9]=3[N:8]=2)[CH:6]=[CH:5][CH:4]=[CH:3][CH:2]=1. (5) Given the reactants [CH:1]1([N:7]2[C:11]3[CH:12]=[CH:13][C:14]([CH2:16][N:17]4[CH2:22][CH2:21][O:20][CH2:19][CH2:18]4)=[CH:15][C:10]=3[N:9]=[C:8]2[NH:23][C:24]2[C:32]3[C:27](=[CH:28][CH:29]=[C:30]([C:33]4[CH:34]=[N:35][CH:36]=[CH:37][C:38]=4[O:39][CH3:40])[CH:31]=3)[N:26](COCC[Si](C)(C)C)[N:25]=2)[CH2:6][CH2:5][CH2:4][CH2:3][CH2:2]1.Cl.C(O)C, predict the reaction product. The product is: [CH:1]1([N:7]2[C:11]3[CH:12]=[CH:13][C:14]([CH2:16][N:17]4[CH2:22][CH2:21][O:20][CH2:19][CH2:18]4)=[CH:15][C:10]=3[N:9]=[C:8]2[NH:23][C:24]2[C:32]3[C:27](=[CH:28][CH:29]=[C:30]([C:33]4[CH:34]=[N:35][CH:36]=[CH:37][C:38]=4[O:39][CH3:40])[CH:31]=3)[NH:26][N:25]=2)[CH2:6][CH2:5][CH2:4][CH2:3][CH2:2]1. (6) The product is: [CH:20]([C:10]1[NH:11][C:12]([C:13]2[CH:18]=[CH:17][CH:16]=[C:15]([CH3:19])[N:14]=2)=[C:8]([C:4]2[CH:3]=[C:2]([C:31]3[CH:30]=[CH:29][CH:28]=[C:27]([S:24]([CH3:23])(=[O:26])=[O:25])[CH:32]=3)[CH:7]=[CH:6][CH:5]=2)[N:9]=1)([CH3:22])[CH3:21]. Given the reactants Br[C:2]1[CH:3]=[C:4]([C:8]2[N:9]=[C:10]([CH:20]([CH3:22])[CH3:21])[NH:11][C:12]=2[C:13]2[CH:18]=[CH:17][CH:16]=[C:15]([CH3:19])[N:14]=2)[CH:5]=[CH:6][CH:7]=1.[CH3:23][S:24]([C:27]1[CH:28]=[C:29](B(O)O)[CH:30]=[CH:31][CH:32]=1)(=[O:26])=[O:25], predict the reaction product. (7) Given the reactants C([O-])=O.[NH4+].C([O:12][C:13]1[C:14]([CH:36]2[CH2:40][CH2:39][CH2:38][N:37]2[C:41](=[O:43])[CH3:42])=[CH:15][C:16]2[N:20]([CH2:21][O:22][CH2:23][CH2:24][Si:25]([CH3:28])([CH3:27])[CH3:26])[C:19]([C:29]3[CH:34]=[CH:33][CH:32]=[CH:31][N:30]=3)=[N:18][C:17]=2[CH:35]=1)C1C=CC=CC=1, predict the reaction product. The product is: [OH:12][C:13]1[C:14]([CH:36]2[CH2:40][CH2:39][CH2:38][N:37]2[C:41](=[O:43])[CH3:42])=[CH:15][C:16]2[N:20]([CH2:21][O:22][CH2:23][CH2:24][Si:25]([CH3:28])([CH3:27])[CH3:26])[C:19]([C:29]3[CH:34]=[CH:33][CH:32]=[CH:31][N:30]=3)=[N:18][C:17]=2[CH:35]=1. (8) Given the reactants [C:1]([C:3]1([OH:8])[CH2:7][CH2:6][CH2:5][CH2:4]1)#[CH:2].Br[C:10]1[N:15]=[C:14]2[N:16]([C@@H:22]3[C:30]4[C:25](=[CH:26][C:27]([C:31]5[CH:36]=[CH:35][CH:34]=[CH:33][C:32]=5[C:37]5[N:41](C(C6C=CC=CC=6)(C6C=CC=CC=6)C6C=CC=CC=6)[N:40]=[N:39][N:38]=5)=[CH:28][CH:29]=4)[CH2:24][CH2:23]3)[C:17]([CH2:19][CH2:20][CH3:21])=[N:18][C:13]2=[C:12]([CH3:61])[CH:11]=1, predict the reaction product. The product is: [NH:41]1[C:37]([C:32]2[CH:33]=[CH:34][CH:35]=[CH:36][C:31]=2[C:27]2[CH:26]=[C:25]3[C:30](=[CH:29][CH:28]=2)[C@@H:22]([N:16]2[C:14]4=[N:15][C:10]([CH2:2][CH2:1][C:3]5([OH:8])[CH2:7][CH2:6][CH2:5][CH2:4]5)=[CH:11][C:12]([CH3:61])=[C:13]4[N:18]=[C:17]2[CH2:19][CH2:20][CH3:21])[CH2:23][CH2:24]3)=[N:38][N:39]=[N:40]1. (9) Given the reactants [CH3:1][C:2]1[CH:7]=[C:6]([CH3:8])[N:5]=[C:4]2[S:9][N:10]=[C:11]([O:12][CH2:13][C:14]([OH:16])=O)[C:3]=12.[NH:17]1[CH2:22][CH2:21][O:20][CH2:19][CH2:18]1.CCN=C=NCCCN(C)C.CCN(C(C)C)C(C)C, predict the reaction product. The product is: [CH3:1][C:2]1[CH:7]=[C:6]([CH3:8])[N:5]=[C:4]2[S:9][N:10]=[C:11]([O:12][CH2:13][C:14]([N:17]3[CH2:22][CH2:21][O:20][CH2:19][CH2:18]3)=[O:16])[C:3]=12.